Dataset: Forward reaction prediction with 1.9M reactions from USPTO patents (1976-2016). Task: Predict the product of the given reaction. (1) Given the reactants Br[CH2:2][C:3]1[N:8]([CH2:9][CH2:10][CH3:11])[C:7](=[O:12])[NH:6][C:5](=[O:13])[C:4]=1[N+:14]([O-:16])=O.[NH2:17][C:18]1[CH:23]=[CH:22][CH:21]=[CH:20][CH:19]=1, predict the reaction product. The product is: [C:18]1([N:17]2[CH:2]=[C:3]3[N:8]([CH2:9][CH2:10][CH3:11])[C:7](=[O:12])[NH:6][C:5](=[O:13])[C:4]3=[N+:14]2[O-:16])[CH:23]=[CH:22][CH:21]=[CH:20][CH:19]=1. (2) Given the reactants [C:1]([C:3]1[CH:8]=[C:7]([O:9][CH3:10])[C:6]([O:11][CH2:12][CH2:13][O:14][CH3:15])=[CH:5][C:4]=1[N:16]=[CH:17][N:18](C)C)#[N:2].N[C:22]1[C:23]([O:32]C)=[C:24]([O:30][CH3:31])[C:25]([Cl:29])=[C:26]([OH:28])[CH:27]=1, predict the reaction product. The product is: [Cl:29][C:25]1[C:26]([CH:27]=[C:22]([NH:2][C:1]2[C:3]3[C:4](=[CH:5][C:6]([O:11][CH2:12][CH2:13][O:14][CH3:15])=[C:7]([O:9][CH3:10])[CH:8]=3)[N:16]=[CH:17][N:18]=2)[C:23](=[O:32])[C:24]=1[O:30][CH3:31])=[O:28].